This data is from Reaction yield outcomes from USPTO patents with 853,638 reactions. The task is: Predict the reaction yield, written as a fraction of the theoretical maximum amount of product (1.0 means a 100% yield; for example, 0.34 means a 34% yield). (1) The product is [Br:15][C:16]1[CH:17]=[C:18]([C:22]2([C:2]3[CH:7]=[CH:6][C:5]([O:8][CH3:9])=[CH:4][CH:3]=3)[C:30]3[C:31](=[CH:32][CH:33]=[CH:34][CH:35]=3)[C:36]([NH2:37])=[N:23]2)[CH:19]=[CH:20][CH:21]=1. The reactants are Br[C:2]1[CH:7]=[CH:6][C:5]([O:8][CH3:9])=[CH:4][CH:3]=1.C([Li])CCC.[Br:15][C:16]1[CH:17]=[C:18]([C:22]([C:30]2[CH:35]=[CH:34][CH:33]=[CH:32][C:31]=2[C:36]#[N:37])=[N:23]S(C(C)(C)C)=O)[CH:19]=[CH:20][CH:21]=1. The catalyst is O1CCCC1. The yield is 0.590. (2) The reactants are Cl.[NH2:2][OH:3].C([O-])(=O)C.[Na+].[F:9][C:10]1[CH:15]=[CH:14][CH:13]=[CH:12][C:11]=1[C:16](=O)[CH2:17][O:18][CH:19]([CH:24]=[CH2:25])[C:20]([F:23])([F:22])[F:21]. The catalyst is CO. The product is [F:9][C:10]1[CH:15]=[CH:14][CH:13]=[CH:12][C:11]=1[C:16](=[N:2][OH:3])[CH2:17][O:18][CH:19]([CH:24]=[CH2:25])[C:20]([F:23])([F:22])[F:21]. The yield is 0.950. (3) The reactants are [CH:1]1[C:6]([N+:7]([O-:9])=[O:8])=[CH:5][C:4]([Cl:10])=[C:3]([NH:11][C:12]([C:14]2[CH:15]=[C:16]([Cl:21])[CH:17]=[CH:18][C:19]=2[OH:20])=[O:13])[CH:2]=1.C1C=CC(P(C2C=CC=CC=2)C2C=CC=CC=2)=CC=1.[C:41]([O:45][C:46](=[O:54])[NH:47][CH2:48][CH2:49][O:50][CH2:51][CH2:52]O)([CH3:44])([CH3:43])[CH3:42].CC(OC(/N=N/C(OC(C)C)=O)=O)C. The catalyst is C1COCC1. The product is [C:41]([O:45][C:46](=[O:54])[NH:47][CH2:48][CH2:49][O:50][CH2:51][CH2:52][O:20][C:19]1[CH:18]=[CH:17][C:16]([Cl:21])=[CH:15][C:14]=1[C:12](=[O:13])[NH:11][C:3]1[CH:2]=[CH:1][C:6]([N+:7]([O-:9])=[O:8])=[CH:5][C:4]=1[Cl:10])([CH3:44])([CH3:43])[CH3:42]. The yield is 0.930. (4) The reactants are CS(O[CH2:6][CH2:7][O:8][C:9]1[C:17]2[C:12](=[N:13][CH:14]=[N:15][C:16]=2[NH:18][C:19]2[CH:24]=[CH:23][C:22]([O:25][CH2:26][C:27]3[CH:32]=[CH:31][CH:30]=[C:29]([F:33])[CH:28]=3)=[C:21]([O:34][CH3:35])[CH:20]=2)[NH:11][N:10]=1)(=O)=O.[NH:36]1[CH2:40][CH2:39][CH2:38][C@@H:37]1[CH2:41][OH:42]. No catalyst specified. The product is [F:33][C:29]1[CH:28]=[C:27]([CH:32]=[CH:31][CH:30]=1)[CH2:26][O:25][C:22]1[CH:23]=[CH:24][C:19]([NH:18][C:16]2[N:15]=[CH:14][N:13]=[C:12]3[NH:11][N:10]=[C:9]([O:8][CH2:7][CH2:6][N:36]4[CH2:40][CH2:39][CH2:38][C@@H:37]4[CH2:41][OH:42])[C:17]=23)=[CH:20][C:21]=1[O:34][CH3:35]. The yield is 0.370. (5) The product is [CH:12]([C:15]1[C:16]([O:46][CH2:47][O:48][CH3:49])=[CH:17][C:18]([O:42][CH2:43][O:44][CH3:45])=[C:19]([C:21]2[N:25]([C:26]3[CH:31]=[CH:30][C:29]([CH2:32][N:33]4[CH2:34][CH2:35][N:36]([CH3:39])[CH2:37][CH2:38]4)=[CH:28][CH:27]=3)[C:24]([S:50]([CH3:2])(=[O:54])=[O:52])=[N:23][N:22]=2)[CH:20]=1)([CH3:13])[CH3:14]. The reactants are Cl[C:2]1C=CC=C(C(OO)=O)C=1.[CH:12]([C:15]1[C:16]([O:46][CH2:47][O:48][CH3:49])=[CH:17][C:18]([O:42][CH2:43][O:44][CH3:45])=[C:19]([C:21]2[N:25]([C:26]3[CH:31]=[CH:30][C:29]([CH2:32][N:33]4[CH2:38][CH2:37][N:36]([CH3:39])[CH2:35][CH2:34]4)=[CH:28][CH:27]=3)[C:24](SC)=[N:23][N:22]=2)[CH:20]=1)([CH3:14])[CH3:13].[S:50]([O-:54])([O-])(=[O:52])=S.[Na+].[Na+].S(=O)(O)[O-].[K+].C(=O)([O-])O.[Na+]. The yield is 0.500. The catalyst is C(OCC)C.C(Cl)Cl. (6) The reactants are O=P12OP3(OP(OP(O3)(O1)=O)(=O)O2)=O.[CH2:15]([C:19]1[C:20](=[O:34])[N:21]([C:28]2[CH:33]=[CH:32][CH:31]=[CH:30][CH:29]=2)[C:22]([CH:25]([Br:27])[Br:26])(O)[CH:23]=1)[CH2:16][CH2:17][CH3:18]. The catalyst is C(Cl)(Cl)Cl. The product is [CH2:15]([C:19]1[C:20](=[O:34])[N:21]([C:28]2[CH:33]=[CH:32][CH:31]=[CH:30][CH:29]=2)[C:22](=[C:25]([Br:27])[Br:26])[CH:23]=1)[CH2:16][CH2:17][CH3:18]. The yield is 0.780. (7) The reactants are [C:1]([C:3]1[CH:8]=[CH:7][C:6]([S:9](Cl)(=[O:11])=[O:10])=[CH:5][CH:4]=1)#[N:2].[Cl:13][C:14]1[CH:26]=[N:25][C:17]2[NH:18][C:19]3[CH2:24][CH2:23][NH:22][CH2:21][C:20]=3[C:16]=2[CH:15]=1.O. The catalyst is N1C=CC=CC=1. The product is [Cl:13][C:14]1[CH:26]=[N:25][C:17]2[NH:18][C:19]3[CH2:24][CH2:23][N:22]([S:9]([C:6]4[CH:7]=[CH:8][C:3]([C:1]#[N:2])=[CH:4][CH:5]=4)(=[O:11])=[O:10])[CH2:21][C:20]=3[C:16]=2[CH:15]=1. The yield is 0.620.